This data is from Full USPTO retrosynthesis dataset with 1.9M reactions from patents (1976-2016). The task is: Predict the reactants needed to synthesize the given product. Given the product [C:27]([C:3]1[CH:4]=[C:5]([F:26])[C:6]([NH:8][C@H:9]2[CH2:14][CH2:13][C@H:12]([NH:15][C:16](=[O:25])[O:17][CH2:18][C:19]3[CH:24]=[CH:23][CH:22]=[CH:21][CH:20]=3)[CH2:11][CH2:10]2)=[N:7][C:2]=1[O:30][CH3:29])#[N:28], predict the reactants needed to synthesize it. The reactants are: Cl[C:2]1[N:7]=[C:6]([NH:8][C@H:9]2[CH2:14][CH2:13][C@H:12]([NH:15][C:16](=[O:25])[O:17][CH2:18][C:19]3[CH:24]=[CH:23][CH:22]=[CH:21][CH:20]=3)[CH2:11][CH2:10]2)[C:5]([F:26])=[CH:4][C:3]=1[C:27]#[N:28].[C:29](=O)([O-])[O-:30].[Cs+].[Cs+].[Cl-].[Na+].